Task: Predict the reactants needed to synthesize the given product.. Dataset: Full USPTO retrosynthesis dataset with 1.9M reactions from patents (1976-2016) Given the product [Cl:7][C:6]1[S:5][C:4]([S:8]([NH:11][C:12]2[CH:21]=[CH:20][C:15]([C:16]([O:18][CH3:19])=[O:17])=[C:14]([OH:22])[CH:13]=2)(=[O:10])=[O:9])=[CH:3][C:2]=1[C:26]1[CH:25]=[C:24]([F:23])[CH:29]=[CH:28][C:27]=1[OH:33], predict the reactants needed to synthesize it. The reactants are: Br[C:2]1[CH:3]=[C:4]([S:8]([NH:11][C:12]2[CH:21]=[CH:20][C:15]([C:16]([O:18][CH3:19])=[O:17])=[C:14]([OH:22])[CH:13]=2)(=[O:10])=[O:9])[S:5][C:6]=1[Cl:7].[F:23][C:24]1[CH:25]=[CH:26][C:27]([OH:33])=[C:28](B(O)O)[CH:29]=1.